This data is from Forward reaction prediction with 1.9M reactions from USPTO patents (1976-2016). The task is: Predict the product of the given reaction. (1) Given the reactants CN(C[N:5]1[C:9]2=[N:10][C:11]([N:14]3[CH2:19][CH2:18][CH:17]([N:20]([CH3:22])[CH3:21])[CH2:16][CH2:15]3)=[CH:12][CH:13]=[C:8]2[N:7]=[CH:6]1)C.C(NC(C)C)(C)C.[Li].C[O:32][C:33](=O)[C:34]1[CH:39]=[CH:38][C:37]([C:40]#[N:41])=[C:36]([C:42]2[C:46]([CH3:47])=[N:45][N:44]3[CH2:48][CH2:49][CH2:50][C:43]=23)[CH:35]=1.CCOC(C)=O, predict the reaction product. The product is: [CH3:22][N:20]([CH3:21])[CH:17]1[CH2:16][CH2:15][N:14]([C:11]2[N:10]=[C:9]3[NH:5][C:6]([C:33]([C:34]4[CH:39]=[CH:38][C:37]([C:40]#[N:41])=[C:36]([C:42]5[C:46]([CH3:47])=[N:45][N:44]6[CH2:48][CH2:49][CH2:50][C:43]=56)[CH:35]=4)=[O:32])=[N:7][C:8]3=[CH:13][CH:12]=2)[CH2:19][CH2:18]1. (2) Given the reactants [CH3:1][N:2]1[CH2:15][CH2:14][C:5]2[NH:6][C:7]3[CH:8]=[CH:9][C:10]([CH3:13])=[CH:11][C:12]=3[C:4]=2[CH2:3]1.[F:16][C:17]([F:27])([F:26])[C:18]1[CH:23]=[CH:22][N:21]=[CH:20][C:19]=1[CH:24]=[CH2:25].[OH-].[K+], predict the reaction product. The product is: [F:27][C:17]([F:16])([F:26])[C:18]1[CH:23]=[CH:22][N:21]=[CH:20][C:19]=1[CH2:24][CH2:25][N:6]1[C:7]2[CH:8]=[CH:9][C:10]([CH3:13])=[CH:11][C:12]=2[C:4]2[CH2:3][N:2]([CH3:1])[CH2:15][CH2:14][C:5]1=2. (3) The product is: [O:1]=[C:8]1[C@@H:7]2[CH2:6][C@@H:5]([CH2:12][C@@H:11]2[C:10]([OH:9])=[O:13])[CH2:4]1. Given the reactants [OH-:1].[K+].I[C@@H:4]1[C@H:8]2[O:9][C:10](=[O:13])[C@H:11]3[CH2:12][C@@H:5]1[CH2:6][C@@H:7]23.Cl, predict the reaction product. (4) Given the reactants [CH3:1][O:2][C:3](=[O:12])[C:4]([CH3:11])([CH3:10])[CH2:5][CH2:6][C:7]([OH:9])=O.C1N=CN(C(N2C=NC=C2)=O)C=1.O[N:26]=[C:27]([NH2:37])[C:28]1[CH:33]=[CH:32][C:31]([N+:34]([O-:36])=[O:35])=[CH:30][CH:29]=1, predict the reaction product. The product is: [CH3:10][C:4]([CH3:11])([CH2:5][CH2:6][C:7]1[O:9][N:37]=[C:27]([C:28]2[CH:29]=[CH:30][C:31]([N+:34]([O-:36])=[O:35])=[CH:32][CH:33]=2)[N:26]=1)[C:3]([O:2][CH3:1])=[O:12]. (5) Given the reactants [CH3:1][O:2][C:3]1[CH:8]=[CH:7][C:6](B(O)O)=[C:5]([CH:12]([CH3:14])[CH3:13])[CH:4]=1.S(O[C:23]1[CH2:28][CH2:27][CH2:26][CH2:25][CH:24]=1)(C(F)(F)F)(=O)=O, predict the reaction product. The product is: [CH:23]1([C:6]2[CH:7]=[CH:8][C:3]([O:2][CH3:1])=[CH:4][C:5]=2[CH:12]([CH3:14])[CH3:13])[CH2:28][CH2:27][CH2:26][CH2:25][CH2:24]1.[C:23]1([C:6]2[CH:7]=[CH:8][C:3]([O:2][CH3:1])=[CH:4][C:5]=2[CH:12]([CH3:14])[CH3:13])[CH2:28][CH2:27][CH2:26][CH2:25][CH:24]=1.